This data is from Full USPTO retrosynthesis dataset with 1.9M reactions from patents (1976-2016). The task is: Predict the reactants needed to synthesize the given product. Given the product [Br:10][C:8]1[CH:7]=[CH:6][N:5]=[C:4]([N:3]([CH2:19][C:16]2[CH:17]=[CH:18][C:13]([O:12][CH3:11])=[CH:14][CH:15]=2)[CH2:19][C:16]2[CH:17]=[CH:18][C:13]([O:12][CH3:11])=[CH:14][CH:15]=2)[CH:9]=1, predict the reactants needed to synthesize it. The reactants are: [H-].[Na+].[NH2:3][C:4]1[CH:9]=[C:8]([Br:10])[CH:7]=[CH:6][N:5]=1.[CH3:11][O:12][C:13]1[CH:18]=[CH:17][C:16]([CH2:19]Cl)=[CH:15][CH:14]=1.